Dataset: Forward reaction prediction with 1.9M reactions from USPTO patents (1976-2016). Task: Predict the product of the given reaction. Given the reactants [C:1]([CH:6]([C:12](=[O:16])[CH:13]([CH3:15])[CH3:14])[C:7]([O:9][CH2:10][CH3:11])=[O:8])(=O)[CH:2]([CH3:4])[CH3:3].Cl.[NH2:18]O, predict the reaction product. The product is: [CH:2]([C:1]1[C:6]([C:7]([O:9][CH2:10][CH3:11])=[O:8])=[C:12]([CH:13]([CH3:15])[CH3:14])[O:16][N:18]=1)([CH3:4])[CH3:3].